This data is from Full USPTO retrosynthesis dataset with 1.9M reactions from patents (1976-2016). The task is: Predict the reactants needed to synthesize the given product. Given the product [CH2:1]([O:8][C:9]([N:11]1[CH2:15][C@@H:14]([NH2:40])[CH2:13][C@H:12]1[C:21]1[O:22][C:23]2[CH:29]=[CH:28][CH:27]=[CH:26][C:24]=2[N:25]=1)=[O:10])[C:2]1[CH:7]=[CH:6][CH:5]=[CH:4][CH:3]=1, predict the reactants needed to synthesize it. The reactants are: [CH2:1]([O:8][C:9]([N:11]1[CH2:15][C@H:14](OC(C)(C)C)[CH2:13][C@H:12]1[C:21]1[O:22][C:23]2[CH:29]=[CH:28][CH:27]=[CH:26][C:24]=2[N:25]=1)=[O:10])[C:2]1[CH:7]=[CH:6][CH:5]=[CH:4][CH:3]=1.C(OC([N:40]1C[C@@H](N)C[C@H]1C1OC=CN=1)=O)C1C=CC=CC=1.